Dataset: Full USPTO retrosynthesis dataset with 1.9M reactions from patents (1976-2016). Task: Predict the reactants needed to synthesize the given product. (1) Given the product [C:14]([O:13][C:3](=[O:12])[CH:4]([C:19]1[CH:24]=[C:23]([F:25])[CH:22]=[C:21]([F:26])[C:20]=1[N+:27]([O-:29])=[O:28])[C:5]([O:7][C:8]([CH3:9])([CH3:10])[CH3:11])=[O:6])([CH3:17])([CH3:16])[CH3:15], predict the reactants needed to synthesize it. The reactants are: [H-].[Na+].[C:3]([O:13][C:14]([CH3:17])([CH3:16])[CH3:15])(=[O:12])[CH2:4][C:5]([O:7][C:8]([CH3:11])([CH3:10])[CH3:9])=[O:6].F[C:19]1[CH:24]=[C:23]([F:25])[CH:22]=[C:21]([F:26])[C:20]=1[N+:27]([O-:29])=[O:28]. (2) Given the product [CH3:1][C:2]1[CH:8]=[CH:7][CH:6]=[C:5]([CH3:9])[C:3]=1[NH:16][NH:17][C:12]([NH2:19])=[S:14], predict the reactants needed to synthesize it. The reactants are: [CH3:1][C:2]1[CH:8]=[CH:7][CH:6]=[C:5]([CH3:9])[C:3]=1N.[OH-].[Na+].[C:12](=[S:14])=S.O.[NH2:16][NH2:17].C[N:19](C=O)C. (3) Given the product [CH2:1]([N:8]1[C:14](=[O:15])[C:13]2[CH:16]=[CH:17][C:18]([O:28][C:23]3[CH:24]=[CH:25][CH:26]=[CH:27][C:22]=3[Cl:21])=[N:19][C:12]=2[O:11][CH2:10][CH2:9]1)[C:2]1[CH:7]=[CH:6][CH:5]=[CH:4][CH:3]=1, predict the reactants needed to synthesize it. The reactants are: [CH2:1]([N:8]1[C:14](=[O:15])[C:13]2[CH:16]=[CH:17][C:18](F)=[N:19][C:12]=2[O:11][CH2:10][CH2:9]1)[C:2]1[CH:7]=[CH:6][CH:5]=[CH:4][CH:3]=1.[Cl:21][C:22]1[CH:27]=[CH:26][CH:25]=[CH:24][C:23]=1[OH:28].C(=O)([O-])[O-].[K+].[K+].CN(C=O)C. (4) The reactants are: [CH2:1]([S:8]([NH:11][C@@H:12]([C:17]([NH:19][C@H:20]([C:25](O)=[O:26])[CH2:21][CH2:22][S:23][CH3:24])=[O:18])[C@@H:13]([CH2:15][CH3:16])C)(=[O:10])=[O:9])[C:2]1[CH:7]=[CH:6][CH:5]=[CH:4][CH:3]=1.[NH2:28][C:29]1[CH:36]=[CH:35][C:32]([CH2:33][NH2:34])=[CH:31][CH:30]=1.[CH:37]1[CH:38]=[CH:39][C:40]2N(O)N=[N:43][C:41]=2[CH:42]=1.CCN=C=NCCCN(C)C.Cl. Given the product [CH2:1]([S:8]([NH:11][C@@H:12]([C:17]([NH:19][C@H:20]([C:25]([NH:34][CH2:33][C:32]1[CH:35]=[CH:36][C:29]([NH2:28])=[CH:30][CH:31]=1)=[O:26])[CH2:21][CH2:22][S:23][CH3:24])=[O:18])[CH2:13][C:15]1[C:40]2[C:41](=[CH:42][CH:37]=[CH:38][CH:39]=2)[NH:43][CH:16]=1)(=[O:10])=[O:9])[C:2]1[CH:3]=[CH:4][CH:5]=[CH:6][CH:7]=1, predict the reactants needed to synthesize it. (5) Given the product [CH2:1]([C:5]1[O:14][C:8]2=[N:9][C:10](=[O:13])[N:11]([CH:21]3[CH2:25][CH2:24][CH2:23][CH2:22]3)[CH:12]=[C:7]2[CH:6]=1)[CH2:2][CH2:3][CH3:4], predict the reactants needed to synthesize it. The reactants are: [CH2:1]([C:5]1[O:14][C:8]2=[N:9][C:10](=[O:13])[NH:11][CH:12]=[C:7]2[CH:6]=1)[CH2:2][CH2:3][CH3:4].C(=O)([O-])[O-].[K+].[K+].[CH:21]1(Br)[CH2:25][CH2:24][CH2:23][CH2:22]1. (6) Given the product [C:1]([O:4][C:5]([CH3:15])([CH2:8][CH2:9][CH2:10][CH:11]([CH3:14])[CH2:12][CH3:13])[CH:6]=[CH2:7])(=[O:3])[CH3:2], predict the reactants needed to synthesize it. The reactants are: [C:1]([O:4][C:5]([CH3:15])([CH2:8][CH2:9][CH2:10][CH:11]([CH3:14])[CH2:12][CH3:13])[C:6]#[CH:7])(=[O:3])[CH3:2].C(SCCO)CSCCO.[H][H].